Dataset: CYP2C19 inhibition data for predicting drug metabolism from PubChem BioAssay. Task: Regression/Classification. Given a drug SMILES string, predict its absorption, distribution, metabolism, or excretion properties. Task type varies by dataset: regression for continuous measurements (e.g., permeability, clearance, half-life) or binary classification for categorical outcomes (e.g., BBB penetration, CYP inhibition). Dataset: cyp2c19_veith. (1) The drug is CCC[C@H]1C[C@H](C(=O)N[C@H]([C@H](C)Cl)[C@H]2O[C@@H](SC)[C@@H](O)[C@@H](O)[C@@H]2O)N(C)C1. The result is 0 (non-inhibitor). (2) The molecule is Cc1ccc(CNC(=O)Cn2cncn2)cc1. The result is 1 (inhibitor). (3) The drug is CC(C)(O)[C@H]1O[C@@H]2CC[C@]3(C)[C@@]4(C)c5[nH]c6ccccc6c5C[C@@H]4CC[C@]3(O)C2=CC1=O. The result is 0 (non-inhibitor).